Dataset: Full USPTO retrosynthesis dataset with 1.9M reactions from patents (1976-2016). Task: Predict the reactants needed to synthesize the given product. (1) The reactants are: Br[C:2]1[C:10]2[O:9][CH2:8][CH:7]([C:11]3[CH:16]=[CH:15][C:14]([CH:17]([CH3:19])[CH3:18])=[CH:13][CH:12]=3)[C:6]=2[C:5]([CH3:20])=[C:4]([NH:21][C:22](=[O:28])[CH2:23][C:24]([CH3:27])([CH3:26])[CH3:25])[C:3]=1[CH3:29].[CH3:30][C:31]1[CH:36]=[CH:35][C:34](B(O)O)=[CH:33][CH:32]=1. Given the product [CH3:30][C:31]1[CH:36]=[CH:35][C:34]([C:2]2[C:10]3[O:9][CH2:8][CH:7]([C:11]4[CH:16]=[CH:15][C:14]([CH:17]([CH3:18])[CH3:19])=[CH:13][CH:12]=4)[C:6]=3[C:5]([CH3:20])=[C:4]([NH:21][C:22](=[O:28])[CH2:23][C:24]([CH3:26])([CH3:25])[CH3:27])[C:3]=2[CH3:29])=[CH:33][CH:32]=1, predict the reactants needed to synthesize it. (2) Given the product [NH2:23][C:9]1[C:8]([CH2:1][C:2]2[CH:7]=[CH:6][CH:5]=[CH:4][CH:3]=2)=[N:17][C:16]2[C:15]3[CH:18]=[CH:19][C:20]([OH:22])=[CH:21][C:14]=3[CH:13]=[CH:12][C:11]=2[N:10]=1, predict the reactants needed to synthesize it. The reactants are: [CH2:1]([C:8]1[C:9]([NH:23]C(=O)C)=[N:10][C:11]2[CH:12]=[CH:13][C:14]3[CH:21]=[C:20]([OH:22])[CH:19]=[CH:18][C:15]=3[C:16]=2[N:17]=1)[C:2]1[CH:7]=[CH:6][CH:5]=[CH:4][CH:3]=1. (3) Given the product [Cl:27][C:23]1[C:22]([F:28])=[C:21]([C@@H:20]2[C@:19]([C:31]3[CH:36]=[CH:35][C:34]([Cl:37])=[CH:33][C:32]=3[F:38])([C:29]#[N:30])[C@H:18]([CH2:39][C:40]([CH3:43])([CH3:41])[CH3:42])[NH:17][C@H:16]2[C:14]([NH:13][C:9]2[CH:8]=[C:7]([CH:12]=[CH:11][CH:10]=2)[C:6]([OH:44])=[O:5])=[O:15])[CH:26]=[CH:25][CH:24]=1, predict the reactants needed to synthesize it. The reactants are: C([O:5][C:6](=[O:44])[C:7]1[CH:12]=[CH:11][CH:10]=[C:9]([NH:13][C:14]([C@H:16]2[C@H:20]([C:21]3[CH:26]=[CH:25][CH:24]=[C:23]([Cl:27])[C:22]=3[F:28])[C@:19]([C:31]3[CH:36]=[CH:35][C:34]([Cl:37])=[CH:33][C:32]=3[F:38])([C:29]#[N:30])[C@H:18]([CH2:39][C:40]([CH3:43])([CH3:42])[CH3:41])[NH:17]2)=[O:15])[CH:8]=1)(C)(C)C.C(O)(C(F)(F)F)=O.C(Cl)Cl.